This data is from Full USPTO retrosynthesis dataset with 1.9M reactions from patents (1976-2016). The task is: Predict the reactants needed to synthesize the given product. Given the product [OH:21][CH:20]([C:22]1[CH:23]=[CH:24][C:25]([C:28]([O:30][CH3:31])=[O:29])=[CH:26][CH:27]=1)[CH2:19][C:14]1[CH:15]=[CH:16][CH:17]=[CH:18][N:13]=1, predict the reactants needed to synthesize it. The reactants are: C([Li])CCC.C(NC(C)C)(C)C.[N:13]1[CH:18]=[CH:17][CH:16]=[CH:15][C:14]=1[CH3:19].[CH:20]([C:22]1[CH:27]=[CH:26][C:25]([C:28]([O:30][CH3:31])=[O:29])=[CH:24][CH:23]=1)=[O:21].[Cl-].[NH4+].